The task is: Predict which catalyst facilitates the given reaction.. This data is from Catalyst prediction with 721,799 reactions and 888 catalyst types from USPTO. Reactant: [CH3:1][O:2][C:3]1[CH:8]=[C:7]([NH2:9])[CH:6]=[CH:5][N:4]=1.CCN(C(C)C)C(C)C.[F:19][C:20]1[CH:28]=[C:27]([C:29]([F:32])([F:31])[F:30])[CH:26]=[C:25]([C:33]([F:36])([F:35])[F:34])[C:21]=1[C:22](Cl)=[O:23]. Product: [F:19][C:20]1[CH:28]=[C:27]([C:29]([F:31])([F:32])[F:30])[CH:26]=[C:25]([C:33]([F:34])([F:35])[F:36])[C:21]=1[C:22]([NH:9][C:7]1[CH:6]=[CH:5][N:4]=[C:3]([O:2][CH3:1])[CH:8]=1)=[O:23]. The catalyst class is: 39.